This data is from Full USPTO retrosynthesis dataset with 1.9M reactions from patents (1976-2016). The task is: Predict the reactants needed to synthesize the given product. (1) Given the product [F:1][C:2]1[CH:10]=[C:9]2[C:5]([C:6]([I:11])=[CH:7][N:8]2[S:17]([C:20]2[CH:26]=[CH:25][C:23]([CH3:24])=[CH:22][CH:21]=2)(=[O:19])=[O:18])=[CH:4][C:3]=1[C:12]([OH:14])=[O:13], predict the reactants needed to synthesize it. The reactants are: [F:1][C:2]1[CH:10]=[C:9]2[C:5]([C:6]([I:11])=[CH:7][NH:8]2)=[CH:4][C:3]=1[C:12]([OH:14])=[O:13].[H-].[Na+].[S:17](Cl)([C:20]1[CH:26]=[CH:25][C:23]([CH3:24])=[CH:22][CH:21]=1)(=[O:19])=[O:18]. (2) The reactants are: [CH3:1][O:2][Na].[C:4]([O:8][C:9]([N:11]1[CH2:16][CH2:15][C@@:14]([C:22]2[CH:27]=[CH:26][C:25]([CH2:28][O:29][CH2:30][CH2:31][O:32][CH3:33])=[CH:24][CH:23]=2)([O:17][CH2:18][C@H:19]2[CH2:21][O:20]2)[C@@H:13]([O:34][CH2:35][C:36]2[CH:37]=[CH:38][C:39]3[O:44][CH2:43][CH2:42][N:41]([CH2:45][CH2:46][CH2:47]OC)[C:40]=3[CH:50]=2)[CH2:12]1)=[O:10])([CH3:7])([CH3:6])[CH3:5].[CH3:51][OH:52]. Given the product [C:4]([O:8][C:9]([N:11]1[CH2:16][CH2:15][C@:14]([O:17][CH2:18][C@H:19]([OH:20])[CH2:21][O:52][CH3:51])([C:22]2[CH:27]=[CH:26][C:25]([CH2:28][O:29][CH2:30][CH2:31][O:32][CH3:33])=[CH:24][CH:23]=2)[C@@H:13]([O:34][CH2:35][C:36]2[CH:37]=[CH:38][C:39]3[O:44][CH2:43][CH2:42][N:41]([CH2:45][CH2:46][CH2:47][O:2][CH3:1])[C:40]=3[CH:50]=2)[CH2:12]1)=[O:10])([CH3:6])([CH3:7])[CH3:5], predict the reactants needed to synthesize it. (3) Given the product [N+:1]([C:4]1[CH:17]=[CH:16][C:7]([O:8][C:9]2[CH:14]=[CH:13][N:12]=[C:11]([NH:15][C:19]([N:40]3[CH2:39][CH2:38][N:37]([CH2:36][CH2:35][N:31]4[CH2:32][CH2:33][CH2:34]4)[CH2:42][CH2:41]3)=[O:20])[CH:10]=2)=[CH:6][CH:5]=1)([O-:3])=[O:2], predict the reactants needed to synthesize it. The reactants are: [N+:1]([C:4]1[CH:17]=[CH:16][C:7]([O:8][C:9]2[CH:14]=[CH:13][N:12]=[C:11]([NH2:15])[CH:10]=2)=[CH:6][CH:5]=1)([O-:3])=[O:2].Cl[C:19](OC1C=CC=CC=1)=[O:20].Cl.Cl.Cl.[N:31]1([CH2:35][CH2:36][N:37]2[CH2:42][CH2:41][NH:40][CH2:39][CH2:38]2)[CH2:34][CH2:33][CH2:32]1. (4) The reactants are: [C:1]([O:5][C:6]([CH3:9])([CH3:8])[CH3:7])(=[O:4])[NH:2][NH2:3].CCN(CC)CC.[Cl:17][C:18]1[CH:27]=[CH:26][C:21]([C:22]([CH2:24]Br)=[CH2:23])=[CH:20][CH:19]=1. Given the product [C:6]([O:5][C:1]([NH:2][NH:3][CH2:24][C:22]([C:21]1[CH:26]=[CH:27][C:18]([Cl:17])=[CH:19][CH:20]=1)=[CH2:23])=[O:4])([CH3:9])([CH3:8])[CH3:7], predict the reactants needed to synthesize it. (5) Given the product [CH3:18][O:17][CH:14]([O:15][CH3:16])[C:5]1[CH:8]=[CH:9][C:2]([Br:1])=[CH:3][C:4]=1[O:10][CH3:11], predict the reactants needed to synthesize it. The reactants are: [Br:1][C:2]1[CH:9]=[CH:8][C:5](C=O)=[C:4]([O:10][CH3:11])[CH:3]=1.CO[CH:14]([O:17][CH3:18])[O:15][CH3:16].C1(C)C=CC(S(O)(=O)=O)=CC=1.C(=O)([O-])[O-].[K+].[K+]. (6) Given the product [CH3:1][C:2]1[C:6]([C:7]2[CH:15]=[C:14]3[C:10]([C:11]4[C:19]([C:20]5[C:29]6[C:24](=[CH:25][CH:26]=[CH:27][CH:28]=6)[C:23]([C:30]([NH:50][CH:47]6[CH2:48][CH2:49][NH:44][CH2:45][CH2:46]6)=[O:31])=[CH:22][CH:21]=5)=[N:18][C:17]([CH3:33])=[N:16][C:12]=4[NH:13]3)=[CH:9][C:8]=2[O:34][CH3:35])=[C:5]([CH3:36])[O:4][N:3]=1, predict the reactants needed to synthesize it. The reactants are: [CH3:1][C:2]1[C:6]([C:7]2[CH:15]=[C:14]3[C:10]([C:11]4[C:19]([C:20]5[C:29]6[C:24](=[CH:25][CH:26]=[CH:27][CH:28]=6)[C:23]([C:30](O)=[O:31])=[CH:22][CH:21]=5)=[N:18][C:17]([CH3:33])=[N:16][C:12]=4[NH:13]3)=[CH:9][C:8]=2[O:34][CH3:35])=[C:5]([CH3:36])[O:4][N:3]=1.C([N:44]1[CH2:49][CH2:48][CH:47]([NH2:50])[CH2:46][CH2:45]1)(OC(C)(C)C)=O.C(C(O)=O)(F)(F)F. (7) Given the product [CH3:1][O:2][C:3]([CH:5]1[CH2:14][C:13]2[CH:12]=[C:11]3[C:10]([O:16][C@@H:30]([C:34]4[CH:39]=[CH:38][C:37]([O:40][CH2:41][C:42]5[CH:47]=[CH:46][C:45]([Cl:48])=[C:44]([Cl:49])[CH:43]=5)=[CH:36][CH:35]=4)[C:31](=[O:32])[NH:15]3)=[CH:9][C:8]=2[CH2:7][N:6]1[C:17]([O:19][CH:20]([CH3:22])[CH3:21])=[O:18])=[O:4], predict the reactants needed to synthesize it. The reactants are: [CH3:1][O:2][C:3]([C@@H:5]1[CH2:14][C:13]2[C:8](=[CH:9][C:10]([OH:16])=[C:11]([NH2:15])[CH:12]=2)[CH2:7][N:6]1[C:17]([O:19][CH:20]([CH3:22])[CH3:21])=[O:18])=[O:4].O.C(=O)(O)[O-].[Na+].Cl[CH:30]([C:34]1[CH:39]=[CH:38][C:37]([O:40][CH2:41][C:42]2[CH:47]=[CH:46][C:45]([Cl:48])=[C:44]([Cl:49])[CH:43]=2)=[CH:36][CH:35]=1)[C:31](Cl)=[O:32].